From a dataset of Reaction yield outcomes from USPTO patents with 853,638 reactions. Predict the reaction yield, written as a fraction of the theoretical maximum amount of product (1.0 means a 100% yield; for example, 0.34 means a 34% yield). The reactants are [CH2:1]([C:3]1[NH:12][C:11](=[O:13])[C:10]2[C:5](=[CH:6][CH:7]=[CH:8][CH:9]=2)[N:4]=1)[CH3:2].[Br:14]Br.O. The catalyst is C(O)(=O)C. The product is [Br:14][CH:1]([C:3]1[NH:12][C:11](=[O:13])[C:10]2[C:5](=[CH:6][CH:7]=[CH:8][CH:9]=2)[N:4]=1)[CH3:2]. The yield is 0.697.